Predict the product of the given reaction. From a dataset of Forward reaction prediction with 1.9M reactions from USPTO patents (1976-2016). (1) Given the reactants C(N(CC)CC)C.[C:8](OC(=O)C)(=[O:10])[CH3:9].[NH2:15][C:16]1([CH2:21][C:22]([OH:24])=[O:23])[CH2:20][CH2:19][CH2:18][CH2:17]1.CCOC(C)=O, predict the reaction product. The product is: [C:8]([NH:15][C:16]1([CH2:21][C:22]([OH:24])=[O:23])[CH2:20][CH2:19][CH2:18][CH2:17]1)(=[O:10])[CH3:9]. (2) Given the reactants [C:1]([C:3]1[CH:4]=[C:5]([S:23]([NH:26][C:27]2[S:28][CH:29]=[CH:30][N:31]=2)(=[O:25])=[O:24])[CH:6]=[CH:7][C:8]=1[O:9][C:10]1[CH:11]=[N:12][C:13]([C:17]2[CH:22]=[CH:21][CH:20]=[CH:19][CH:18]=2)=[CH:14][C:15]=1I)#[N:2].[F:32][C:33]1[C:38](B(O)O)=[CH:37][CH:36]=[CH:35][N:34]=1.C([O-])([O-])=O.[Na+].[Na+].O, predict the reaction product. The product is: [C:1]([C:3]1[CH:4]=[C:5]([S:23]([NH:26][C:27]2[S:28][CH:29]=[CH:30][N:31]=2)(=[O:25])=[O:24])[CH:6]=[CH:7][C:8]=1[O:9][C:10]1[CH:11]=[N:12][C:13]([C:17]2[CH:22]=[CH:21][CH:20]=[CH:19][CH:18]=2)=[CH:14][C:15]=1[C:38]1[C:33]([F:32])=[N:34][CH:35]=[CH:36][CH:37]=1)#[N:2]. (3) Given the reactants [OH-].[K+].[C:3]([CH:6]([CH2:12][C:13]([CH3:15])=[CH2:14])[C:7](OCC)=O)(=[O:5])[CH3:4].Cl.[CH3:17][NH:18][CH3:19].C=O.Cl, predict the reaction product. The product is: [CH3:17][N:18]([CH2:7][CH:6]([CH2:12][C:13]([CH3:15])=[CH2:14])[C:3](=[O:5])[CH3:4])[CH3:19]. (4) Given the reactants C(OC([N:8]1[CH2:12][C@H:11]([O:13][CH3:14])[CH2:10][C@H:9]1[C:15]([O:17][CH3:18])=[O:16])=O)(C)(C)C.[ClH:19].O1CCOCC1, predict the reaction product. The product is: [ClH:19].[CH3:14][O:13][C@H:11]1[CH2:12][NH:8][C@H:9]([C:15]([O:17][CH3:18])=[O:16])[CH2:10]1. (5) Given the reactants [CH3:1][O:2][C:3]1[CH:4]=[C:5]2[C:10](=[CH:11][C:12]=1[O:13][CH3:14])[N:9]=[CH:8][N:7]=[C:6]2[O:15][C:16]1[CH:22]=[CH:21][C:19]([NH2:20])=[CH:18][CH:17]=1.C1(C)C=CC=CC=1.C(N(CC)CC)C.Cl[C:38](Cl)([O:40]C(=O)OC(Cl)(Cl)Cl)Cl.[Br:49][C:50]1[CH:51]=[C:52]([CH:56]=[CH:57][CH:58]=1)[CH:53]([OH:55])[CH3:54], predict the reaction product. The product is: [CH3:1][O:2][C:3]1[CH:4]=[C:5]2[C:10](=[CH:11][C:12]=1[O:13][CH3:14])[N:9]=[CH:8][N:7]=[C:6]2[O:15][C:16]1[CH:22]=[CH:21][C:19]([NH:20][C:38](=[O:40])[O:55][CH:53]([C:52]2[CH:56]=[CH:57][CH:58]=[C:50]([Br:49])[CH:51]=2)[CH3:54])=[CH:18][CH:17]=1.